From a dataset of Forward reaction prediction with 1.9M reactions from USPTO patents (1976-2016). Predict the product of the given reaction. (1) Given the reactants [CH3:1][C:2]([NH:8][C:9]([C:11]1[CH:36]=[CH:35][CH:34]=[CH:33][C:12]=1[C:13]([NH:15][C:16]1[C:17]([CH3:32])=[N:18][C:19]([O:22][CH:23]([C:28]([F:31])([F:30])[F:29])[C:24]([F:27])([F:26])[F:25])=[CH:20][CH:21]=1)=[O:14])=[O:10])([CH3:7])[CH:3]=[N:4][O:5][CH3:6].BrN1C(=O)CCC1=O.[I:45]N1C(=O)CCC1=O, predict the reaction product. The product is: [CH3:7][C:2]([NH:8][C:9]([C:11]1[C:36]([I:45])=[CH:35][CH:34]=[CH:33][C:12]=1[C:13]([NH:15][C:16]1[C:17]([CH3:32])=[N:18][C:19]([O:22][CH:23]([C:28]([F:31])([F:29])[F:30])[C:24]([F:26])([F:27])[F:25])=[CH:20][CH:21]=1)=[O:14])=[O:10])([CH3:1])[CH:3]=[N:4][O:5][CH3:6]. (2) Given the reactants [N+:1]([C:4]1[CH:5]=[C:6]2[NH:12][N:11]=[CH:10][C:7]2=[N:8][CH:9]=1)([O-])=O.N([O-])=O.[Na+].[CH3:17][C:18]1[C:23](N)=[CH:22][C:21]([N+]([O-])=O)=CN=1.[OH-:28].[Na+], predict the reaction product. The product is: [O:28]1[CH2:21][CH2:22][CH2:23][CH2:18][CH:17]1[N:12]1[C:6]2[C:7](=[N:8][CH:9]=[C:4]([NH2:1])[CH:5]=2)[CH:10]=[N:11]1. (3) Given the reactants [OH-].[K+].[Cl:3][C:4]1[CH:5]=[C:6]([N:21]2[CH:25]=[N:24][C:23]([C:26]([O:28]CC)=[O:27])=[N:22]2)[CH:7]=[C:8]([Cl:20])[C:9]=1[O:10][CH2:11][C:12]1[CH:17]=[CH:16][C:15]([O:18][CH3:19])=[CH:14][CH:13]=1.Cl, predict the reaction product. The product is: [Cl:20][C:8]1[CH:7]=[C:6]([N:21]2[CH:25]=[N:24][C:23]([C:26]([OH:28])=[O:27])=[N:22]2)[CH:5]=[C:4]([Cl:3])[C:9]=1[O:10][CH2:11][C:12]1[CH:17]=[CH:16][C:15]([O:18][CH3:19])=[CH:14][CH:13]=1. (4) The product is: [CH2:1]([O:3][C:4]1[CH:5]=[CH:6][C:7]([C:8]([NH:23][C:24]2[CH:33]=[C:32]3[C:27]([CH:28]=[CH:29][N:30]=[C:31]3[N:34]3[CH2:35][CH2:36][N:37]([CH3:40])[CH2:38][CH2:39]3)=[CH:26][CH:25]=2)=[O:10])=[CH:11][CH:12]=1)[CH3:2]. Given the reactants [CH2:1]([O:3][C:4]1[CH:12]=[CH:11][C:7]([C:8]([OH:10])=O)=[CH:6][CH:5]=1)[CH3:2].C1C=CC2N(O)N=NC=2C=1.[NH2:23][C:24]1[CH:33]=[C:32]2[C:27]([CH:28]=[CH:29][N:30]=[C:31]2[N:34]2[CH2:39][CH2:38][N:37]([CH3:40])[CH2:36][CH2:35]2)=[CH:26][CH:25]=1.C1(N=C=N)CCCCC1, predict the reaction product. (5) Given the reactants [NH2:1][C@H:2]1[CH2:7][CH2:6][N:5]([C:8]([O:10][C:11]([CH3:14])([CH3:13])[CH3:12])=[O:9])[CH2:4][C@H:3]1[O:15][CH2:16][CH3:17].[CH2:18]([C:20]1[NH:24][C:23]([C:25](O)=[O:26])=[N:22][C:21]=1[C:28]([F:31])([F:30])[F:29])[CH3:19].CCN=C=NCCCN(C)C.Cl.C1C=CC2N(O)N=NC=2C=1, predict the reaction product. The product is: [CH2:18]([C:20]1[NH:24][C:23]([C:25]([NH:1][C@H:2]2[CH2:7][CH2:6][N:5]([C:8]([O:10][C:11]([CH3:12])([CH3:13])[CH3:14])=[O:9])[CH2:4][C@H:3]2[O:15][CH2:16][CH3:17])=[O:26])=[N:22][C:21]=1[C:28]([F:30])([F:31])[F:29])[CH3:19]. (6) Given the reactants [C:1]([CH:4]1[CH2:9][CH2:8][CH2:7][CH2:6][N:5]1C(OC(C)(C)C)=O)(=[S:3])[NH2:2].BrCC[CH2:20][C:21](=O)[C:22]([O-:24])=[O:23].[CH3:26][CH2:27]O, predict the reaction product. The product is: [NH:5]1[CH2:6][CH2:7][CH2:8][CH2:9][CH:4]1[C:1]1[S:3][CH:20]=[C:21]([C:22]([O:24][CH2:26][CH3:27])=[O:23])[N:2]=1. (7) Given the reactants F[B-](F)(F)F.[O:6]=[N+:7]=[O:8].[F:9][C:10]([F:21])([F:20])[O:11][C:12]1[CH:19]=[CH:18][CH:17]=[CH:16][C:13]=1[CH:14]=[O:15], predict the reaction product. The product is: [N+:7]([C:17]1[CH:18]=[CH:19][C:12]([O:11][C:10]([F:9])([F:20])[F:21])=[C:13]([CH:16]=1)[CH:14]=[O:15])([O-:8])=[O:6].